From a dataset of Reaction yield outcomes from USPTO patents with 853,638 reactions. Predict the reaction yield, written as a fraction of the theoretical maximum amount of product (1.0 means a 100% yield; for example, 0.34 means a 34% yield). (1) The product is [Br:5][C:6]1[CH:14]=[C:13]2[C:9]([CH2:10][CH2:11][NH:1][C:12]2=[O:15])=[CH:8][CH:7]=1. The catalyst is C(Cl)Cl. The yield is 0.610. The reactants are [N-:1]=[N+]=[N-].[Na+].[Br:5][C:6]1[CH:14]=[C:13]2[C:9]([CH2:10][CH2:11][C:12]2=[O:15])=[CH:8][CH:7]=1.CS(O)(=O)=O. (2) The reactants are [Br:1][C:2]1[CH:7]=[CH:6][C:5]([OH:8])=[CH:4][CH:3]=1.C([O:11][C:12](=[O:17])[CH2:13][CH2:14][CH2:15]Br)C.C([O-])([O-])=O.[K+].[K+].[OH-].[Na+]. The catalyst is CN(C=O)C.CO. The product is [Br:1][C:2]1[CH:7]=[CH:6][C:5]([O:8][CH2:15][CH2:14][CH2:13][C:12]([OH:17])=[O:11])=[CH:4][CH:3]=1. The yield is 0.980. (3) The reactants are [F:1][C:2]1[CH:10]=[CH:9][C:5]([C:6]([OH:8])=[O:7])=[CH:4][C:3]=1[N+:11]([O-:13])=[O:12].[C:14](Cl)(=O)C. The catalyst is CO. The product is [F:1][C:2]1[CH:10]=[CH:9][C:5]([C:6]([O:8][CH3:14])=[O:7])=[CH:4][C:3]=1[N+:11]([O-:13])=[O:12]. The yield is 0.750. (4) The reactants are [Br:1][C:2]1[CH:3]=[C:4]([N+:10]([O-])=O)[C:5]([O:8][CH3:9])=[N:6][CH:7]=1.O.O.[Sn](Cl)Cl. The catalyst is C(OCC)(=O)C. The product is [Br:1][C:2]1[CH:3]=[C:4]([NH2:10])[C:5]([O:8][CH3:9])=[N:6][CH:7]=1. The yield is 0.587. (5) The reactants are [CH3:1][C:2]1[CH:7]=[CH:6][C:5]([C:8](=[O:10])[CH3:9])=[CH:4][CH:3]=1.C[O-].[Na+].[F:14][C:15]([F:22])([F:21])[C:16](OCC)=[O:17]. The catalyst is CO. The product is [CH3:1][C:2]1[CH:7]=[CH:6][C:5]([C:8](=[O:10])[CH2:9][C:16](=[O:17])[C:15]([F:22])([F:21])[F:14])=[CH:4][CH:3]=1. The yield is 0.940. (6) The reactants are [Cl:1][C:2]1[C:3]([C:8]2[CH:16]=[CH:15][C:11]([C:12]([OH:14])=O)=[CH:10][CH:9]=2)=[N:4][CH:5]=[CH:6][CH:7]=1.C(Cl)(=O)C(Cl)=O.[F:23][C:24]([F:33])([F:32])[C:25]1[CH:31]=[CH:30][C:28]([NH2:29])=[CH:27][CH:26]=1.C(N(CC)CC)C.C([O-])([O-])=O.[Na+].[Na+]. The catalyst is C(Cl)Cl.CN(C=O)C. The product is [Cl:1][C:2]1[C:3]([C:8]2[CH:9]=[CH:10][C:11]([C:12]([NH:29][C:28]3[CH:30]=[CH:31][C:25]([C:24]([F:23])([F:32])[F:33])=[CH:26][CH:27]=3)=[O:14])=[CH:15][CH:16]=2)=[N:4][CH:5]=[CH:6][CH:7]=1. The yield is 0.496. (7) The reactants are [BH4-].[Na+].C[CH2:4][N:5]([CH:9]([CH3:11])[CH3:10])[CH:6](C)C.O.O.O.[Cl-].[CH3:16][C:17]1[SH+:18][CH:19]=[CH:20][CH:21]=[CH:22][CH:23]=[CH:24][CH:25]=1.[BH4-].[Na+].[C:28]([O:31]C(=O)C)(=O)[CH3:29].C[CH2:36][N:37]([CH:41](C)C)C(C)C.C(#[N:46])C. No catalyst specified. The product is [CH3:36][N:37]([CH3:41])[C:24]1[CH:23]=[CH:22][C:16]2[N:46]([C:28](=[O:31])[CH3:29])[C:20]3[C:19]([S:18][C:17]=2[CH:25]=1)=[CH:11][C:9]([N:5]([CH3:4])[CH3:6])=[CH:10][CH:21]=3. The yield is 0.520.